Dataset: Full USPTO retrosynthesis dataset with 1.9M reactions from patents (1976-2016). Task: Predict the reactants needed to synthesize the given product. (1) Given the product [NH2:33][C:27]1[C:26]([CH3:36])=[CH:25][C:24]([Cl:23])=[CH:32][C:28]=1[C:29]([NH:13][C:11]1([CH3:14])[CH2:12][S:9](=[O:15])(=[O:8])[CH2:10]1)=[O:30], predict the reactants needed to synthesize it. The reactants are: FC(F)(F)C(O)=O.[O:8]=[S:9]1(=[O:15])[CH2:12][C:11]([CH3:14])([NH2:13])[CH2:10]1.C(N(CC)CC)C.[Cl:23][C:24]1[CH:25]=[C:26]([CH3:36])[C:27]([N:33]=S=O)=[C:28]([CH:32]=1)[C:29](Cl)=[O:30].O. (2) Given the product [F:1][C:2]1[CH:3]=[C:4]([C:18]2[CH:26]=[CH:25][C:21]([C:22]([OH:24])=[O:23])=[CH:20][N:19]=2)[CH:5]=[CH:6][CH:7]=1, predict the reactants needed to synthesize it. The reactants are: [F:1][C:2]1[CH:3]=[C:4](B(O)O)[CH:5]=[CH:6][CH:7]=1.C([O-])([O-])=O.[K+].[K+].Cl[C:18]1[CH:26]=[CH:25][C:21]([C:22]([OH:24])=[O:23])=[CH:20][N:19]=1. (3) The reactants are: Cl[C:2]1[N:3]=[C:4]([N:25]2[CH2:30][CH2:29][O:28][CH2:27][CH2:26]2)[C:5]2[S:10][C:9]([CH2:11][N:12]3[CH2:17][CH2:16][N:15]([C:18]([CH3:24])([CH3:23])[C:19]([NH:21][CH3:22])=[O:20])[CH2:14][CH2:13]3)=[CH:8][C:6]=2[N:7]=1.CC1(C)C(C)(C)OB([C:39]2[CH:40]=[N:41][C:42]([NH2:45])=[N:43][CH:44]=2)O1. Given the product [NH2:45][C:42]1[N:43]=[CH:44][C:39]([C:2]2[N:3]=[C:4]([N:25]3[CH2:30][CH2:29][O:28][CH2:27][CH2:26]3)[C:5]3[S:10][C:9]([CH2:11][N:12]4[CH2:17][CH2:16][N:15]([C:18]([CH3:24])([CH3:23])[C:19]([NH:21][CH3:22])=[O:20])[CH2:14][CH2:13]4)=[CH:8][C:6]=3[N:7]=2)=[CH:40][N:41]=1, predict the reactants needed to synthesize it. (4) Given the product [C:15]1([C:25]([C:2]2[CH:7]=[CH:6][C:5]([O:8][CH3:9])=[CH:4][CH:3]=2)=[O:28])[C:24]2[C:19](=[CH:20][CH:21]=[CH:22][CH:23]=2)[CH:18]=[CH:17][N:16]=1, predict the reactants needed to synthesize it. The reactants are: Br[C:2]1[CH:7]=[CH:6][C:5]([O:8][CH3:9])=[CH:4][CH:3]=1.BrCCBr.[Mg].[C:15]1([C:25]#N)[C:24]2[C:19](=[CH:20][CH:21]=[CH:22][CH:23]=2)[CH:18]=[CH:17][N:16]=1.Cl.[OH-:28].[Na+].